From a dataset of Catalyst prediction with 721,799 reactions and 888 catalyst types from USPTO. Predict which catalyst facilitates the given reaction. Reactant: [F:1][C:2]1[CH:47]=[CH:46][CH:45]=[C:44]([F:48])[C:3]=1[C:4]([NH:6][C:7]1[CH:12]=[CH:11][CH:10]=[C:9]([C:13]2[C:21]([C:22]3[CH:27]=[CH:26][N:25]=[C:24]([NH:28][C:29]4[CH:34]=[CH:33][CH:32]=[C:31]([CH2:35][N:36](C)[C:37](=O)C(F)(F)F)[CH:30]=4)[N:23]=3)=[C:16]3[CH:17]=[CH:18][CH:19]=[CH:20][N:15]3[N:14]=2)[CH:8]=1)=[O:5].O[Li].O. Product: [F:1][C:2]1[CH:47]=[CH:46][CH:45]=[C:44]([F:48])[C:3]=1[C:4]([NH:6][C:7]1[CH:12]=[CH:11][CH:10]=[C:9]([C:13]2[C:21]([C:22]3[CH:27]=[CH:26][N:25]=[C:24]([NH:28][C:29]4[CH:34]=[CH:33][CH:32]=[C:31]([CH2:35][NH:36][CH3:37])[CH:30]=4)[N:23]=3)=[C:16]3[CH:17]=[CH:18][CH:19]=[CH:20][N:15]3[N:14]=2)[CH:8]=1)=[O:5]. The catalyst class is: 569.